Dataset: Reaction yield outcomes from USPTO patents with 853,638 reactions. Task: Predict the reaction yield, written as a fraction of the theoretical maximum amount of product (1.0 means a 100% yield; for example, 0.34 means a 34% yield). (1) The reactants are [Br:1][C:2]1[C:7]([O:8][CH3:9])=[CH:6][C:5]([C:10]2[N:11]=[CH:12][S:13][CH:14]=2)=[CH:4][C:3]=1[O:15][CH3:16].[Li+].C[Si]([N-][Si](C)(C)C)(C)C.CON(C)[C:30](=[O:46])[CH:31]([O:44][CH3:45])[C:32]1[CH:37]=[CH:36][C:35]([N:38]2[CH2:43][CH2:42][O:41][CH2:40][CH2:39]2)=[CH:34][CH:33]=1. The catalyst is C1COCC1. The product is [Br:1][C:2]1[C:7]([O:8][CH3:9])=[CH:6][C:5]([C:10]2[N:11]=[C:12]([C:30](=[O:46])[CH:31]([O:44][CH3:45])[C:32]3[CH:33]=[CH:34][C:35]([N:38]4[CH2:39][CH2:40][O:41][CH2:42][CH2:43]4)=[CH:36][CH:37]=3)[S:13][CH:14]=2)=[CH:4][C:3]=1[O:15][CH3:16]. The yield is 0.290. (2) The reactants are Br[C:2]1[C:6]([C:7]#[N:8])=[C:5]([C:9]2[CH2:10][CH2:11][O:12][CH2:13][CH:14]=2)[S:4][C:3]=1[C:15]([O:17][CH2:18][CH3:19])=[O:16].C1(C)C=CC=CC=1.[Cl-].[Cl:28][C:29]1[CH:36]=[CH:35][C:32]([CH2:33][Zn+])=[CH:31][CH:30]=1.O1CCCC1. The catalyst is CCOC(C)=O.[NH4+].[Cl-].C(Cl)Cl.CC(C)([P](C(C)(C)C)([Pd][P](C(C)(C)C)(C(C)(C)C)C(C)(C)C)C(C)(C)C)C. The product is [Cl:28][C:29]1[CH:36]=[CH:35][C:32]([CH2:33][C:2]2[C:6]([C:7]#[N:8])=[C:5]([C:9]3[CH2:10][CH2:11][O:12][CH2:13][CH:14]=3)[S:4][C:3]=2[C:15]([O:17][CH2:18][CH3:19])=[O:16])=[CH:31][CH:30]=1. The yield is 0.436. (3) The reactants are Br[CH2:2]/[CH:3]=[CH:4]/[C:5]([NH:7][C:8]1[CH:9]=[C:10]2[C:15](=[CH:16][C:17]=1[O:18][CH3:19])[N:14]=[CH:13][N:12]=[C:11]2[NH:20][C:21]1[CH:26]=[CH:25][C:24]([O:27][CH2:28][C:29]2[CH:34]=[CH:33][CH:32]=[C:31]([F:35])[CH:30]=2)=[C:23]([Cl:36])[CH:22]=1)=[O:6].Cl.[O:38]1[C@H:43]2[CH2:44][NH:45][CH2:46][C@H:42]2[O:41][CH2:40][CH2:39]1.CCN(C(C)C)C(C)C. The catalyst is CC(N(C)C)=O. The product is [Cl:36][C:23]1[CH:22]=[C:21]([NH:20][C:11]2[C:10]3[C:15](=[CH:16][C:17]([O:18][CH3:19])=[C:8]([NH:7][C:5](=[O:6])/[CH:4]=[CH:3]/[CH2:2][N:45]4[CH2:44][C@H:43]5[O:38][CH2:39][CH2:40][O:41][C@H:42]5[CH2:46]4)[CH:9]=3)[N:14]=[CH:13][N:12]=2)[CH:26]=[CH:25][C:24]=1[O:27][CH2:28][C:29]1[CH:34]=[CH:33][CH:32]=[C:31]([F:35])[CH:30]=1. The yield is 0.490. (4) The reactants are [CH:1]1([C:7]([CH2:12][O:13][CH3:14])(CO)CO)[CH2:6][CH2:5][CH2:4][CH2:3][CH2:2]1.[CH3:15][O:16][C:17]([O:20][CH3:21])([CH3:19])[CH3:18].C1(C)C=CC(S(O)(=O)=O)=CC=1.C(=O)([O-])O.[Na+]. The catalyst is O1CCCC1. The product is [CH:1]1([C:7]2([CH2:12][O:13][CH3:14])[CH2:21][O:20][C:17]([CH3:19])([CH3:18])[O:16][CH2:15]2)[CH2:6][CH2:5][CH2:4][CH2:3][CH2:2]1. The yield is 0.830. (5) The reactants are CS(C)=O.[N+]([C:8]1[S:12][C:11]([C:13]#[N:14])=[CH:10][CH:9]=1)([O-])=O.[F:15][C:16]1[CH:21]=[CH:20][C:19]([OH:22])=[CH:18][CH:17]=1.C(=O)([O-])[O-].[K+].[K+]. The catalyst is O. The product is [F:15][C:16]1[CH:21]=[CH:20][C:19]([O:22][C:8]2[S:12][C:11]([C:13]#[N:14])=[CH:10][CH:9]=2)=[CH:18][CH:17]=1. The yield is 0.859. (6) The yield is 0.947. The product is [C:21]([CH2:20][CH2:19][C:16]1[C:17](=[O:18])[N:12]([CH2:11][CH:8]2[CH2:9][CH2:10]2)[N:13]=[C:14]([C:35]2[CH:40]=[CH:39][C:38]([O:41][CH3:42])=[C:37]([F:43])[CH:36]=2)[CH:15]=1)([OH:23])=[O:22]. No catalyst specified. The reactants are FC(F)(F)C(O)=O.[CH:8]1([CH2:11][N:12]2[C:17](=[O:18])[C:16]([CH2:19][CH:20](C(OC(C)(C)C)=O)[C:21]([O:23]C(C)(C)C)=[O:22])=[CH:15][C:14]([C:35]3[CH:40]=[CH:39][C:38]([O:41][CH3:42])=[C:37]([F:43])[CH:36]=3)=[N:13]2)[CH2:10][CH2:9]1. (7) The reactants are [C:1]([N:4]1[C:12]2[C:7](=[CH:8][C:9]([C:13]([O:15]CC3C=CC=CC=3)=[O:14])=[CH:10][CH:11]=2)[CH:6]=[CH:5]1)(=[O:3])[CH3:2].[H][H]. The catalyst is C(O)C.[Pd]. The product is [C:1]([N:4]1[C:12]2[C:7](=[CH:8][C:9]([C:13]([OH:15])=[O:14])=[CH:10][CH:11]=2)[CH2:6][CH2:5]1)(=[O:3])[CH3:2]. The yield is 0.480. (8) The reactants are C(O[C:4]([C:6]1[N:7]([C@H:19]([CH3:29])[CH2:20][NH:21]C(OC(C)(C)C)=O)[C:8]2[C:13]([CH:14]=1)=[CH:12][CH:11]=[C:10]([C:15]([F:18])([F:17])[F:16])[CH:9]=2)=O)C.FC(F)(F)C(O)=O.[Cl:37]CCl. No catalyst specified. The product is [ClH:37].[CH3:29][C@H:19]1[N:7]2[C:8]3[CH:9]=[C:10]([C:15]([F:18])([F:17])[F:16])[CH:11]=[CH:12][C:13]=3[CH2:14][C@@H:6]2[CH2:4][NH:21][CH2:20]1. The yield is 0.900.